This data is from Forward reaction prediction with 1.9M reactions from USPTO patents (1976-2016). The task is: Predict the product of the given reaction. (1) Given the reactants [CH3:1][C:2]1[N:3]=[CH:4][N:5]([CH2:7][CH2:8][NH2:9])[CH:6]=1.[F:10][C:11]([F:23])([F:22])[C:12]1[CH:17]=[CH:16][C:15]([CH2:18][CH2:19][CH:20]=O)=[CH:14][CH:13]=1, predict the reaction product. The product is: [CH3:1][C:2]1[N:3]=[CH:4][N:5]2[CH2:7][CH2:8][NH:9][CH:20]([CH2:19][CH2:18][C:15]3[CH:16]=[CH:17][C:12]([C:11]([F:10])([F:22])[F:23])=[CH:13][CH:14]=3)[C:6]=12. (2) Given the reactants [OH:1][CH2:2][C@H:3]1[CH2:8][CH2:7][C@H:6]([C:9]([O:11][CH3:12])=[O:10])[CH2:5][CH2:4]1.C(N(CC)CC)C.O.C(OCC)(=O)C, predict the reaction product. The product is: [CH:2]([C@H:3]1[CH2:4][CH2:5][C@H:6]([C:9]([O:11][CH3:12])=[O:10])[CH2:7][CH2:8]1)=[O:1].